Dataset: Full USPTO retrosynthesis dataset with 1.9M reactions from patents (1976-2016). Task: Predict the reactants needed to synthesize the given product. (1) Given the product [F:1][C:2]1[CH:7]=[CH:6][C:5]([N+:8]([O-:10])=[O:9])=[CH:4][C:3]=1[N:11]1[C:15](=[O:16])[N:14]([CH:29]([CH3:31])[CH3:30])[N:13]=[N:12]1, predict the reactants needed to synthesize it. The reactants are: [F:1][C:2]1[CH:7]=[CH:6][C:5]([N+:8]([O-:10])=[O:9])=[CH:4][C:3]=1[N:11]1[C:15](=[O:16])[NH:14][N:13]=[N:12]1.CN(C=O)C.C([O-])([O-])=O.[K+].[K+].I[CH:29]([CH3:31])[CH3:30]. (2) Given the product [N:1]1([C:7]2[N:12]=[C:11]([C:13]([NH2:18])=[O:15])[CH:10]=[CH:9][CH:8]=2)[CH2:2][CH2:3][O:4][CH2:5][CH2:6]1, predict the reactants needed to synthesize it. The reactants are: [N:1]1([C:7]2[N:12]=[C:11]([C:13]([O:15]CC)=O)[CH:10]=[CH:9][CH:8]=2)[CH2:6][CH2:5][O:4][CH2:3][CH2:2]1.[NH3:18]. (3) Given the product [C:24]([O:1][C@H:2]([CH2:18][N:19]1[CH2:23][CH2:22][CH2:21][CH2:20]1)[CH2:3][O:4][C:5]1[CH:14]=[C:13]2[C:8]([C:9](=[O:15])[NH:10][CH:11]=[N:12]2)=[CH:7][C:6]=1[O:16][CH3:17])(=[O:26])[CH3:25], predict the reactants needed to synthesize it. The reactants are: [OH:1][C@H:2]([CH2:18][N:19]1[CH2:23][CH2:22][CH2:21][CH2:20]1)[CH2:3][O:4][C:5]1[CH:14]=[C:13]2[C:8]([C:9](=[O:15])[NH:10][CH:11]=[N:12]2)=[CH:7][C:6]=1[O:16][CH3:17].[C:24](OC(=O)C)(=[O:26])[CH3:25].O. (4) Given the product [CH3:33][O:32][C:31]1[C:3](=[O:2])[C:4]([CH3:38])=[C:5]([CH2:6][C:7]2[CH:8]=[CH:9][C:10]([O:21][CH2:22][C:23]3[CH:24]=[N:25][CH:26]=[CH:27][CH:28]=3)=[C:11]([CH:20]=2)[C:12]([N:14]2[CH2:19][CH2:18][CH2:17][CH2:16][CH2:15]2)=[O:13])[C:29](=[O:36])[C:30]=1[O:34][CH3:35], predict the reactants needed to synthesize it. The reactants are: C[O:2][C:3]1[C:4]([CH3:38])=[C:5]([C:29]([O:36]C)=[C:30]([O:34][CH3:35])[C:31]=1[O:32][CH3:33])[CH2:6][C:7]1[CH:8]=[CH:9][C:10]([O:21][CH2:22][C:23]2[CH:24]=[N:25][CH:26]=[CH:27][CH:28]=2)=[C:11]([CH:20]=1)[C:12]([N:14]1[CH2:19][CH2:18][CH2:17][CH2:16][CH2:15]1)=[O:13].O=[N+]([O-])[O-].[O-][N+](=O)[O-].[O-][N+](=O)[O-].[O-][N+](=O)[O-].[O-][N+](=O)[O-].[O-][N+](=O)[O-].[Ce+4].[NH4+].[NH4+]. (5) Given the product [Br:1][C:2]1[CH:10]=[CH:9][C:5]([N:6]([CH3:8])[C:7]2[CH:21]=[CH:22][CH:17]=[CH:18][CH:19]=2)=[CH:4][CH:3]=1, predict the reactants needed to synthesize it. The reactants are: [Br:1][C:2]1[CH:10]=[CH:9][C:5]([N:6]([CH3:8])[CH3:7])=[CH:4][CH:3]=1.FC(F)(F)S(O[C:17]1[CH:22]=[CH:21]C=[CH:19][C:18]=1[Si](C)(C)C)(=O)=O.[F-].[K+].C1OCCOCCOCCOCCOCCOC1.